From a dataset of Full USPTO retrosynthesis dataset with 1.9M reactions from patents (1976-2016). Predict the reactants needed to synthesize the given product. (1) Given the product [Br:1][C:2]1[CH:3]=[C:4]([CH:7]=[CH:8][C:9]=1[O:10][CH2:13][CH:12]=[CH2:11])[CH:5]=[O:6], predict the reactants needed to synthesize it. The reactants are: [Br:1][C:2]1[CH:3]=[C:4]([CH:7]=[CH:8][C:9]=1[OH:10])[CH:5]=[O:6].[CH2:11](Br)[CH:12]=[CH2:13].C(=O)([O-])[O-].[K+].[K+]. (2) Given the product [NH2:1][CH2:4][C@H:5]1[C@H:10]([N:11]([CH2:13][C:14]2[CH:19]=[CH:18][CH:17]=[CH:16][CH:15]=2)[CH3:12])[CH2:9][CH2:8][N:7]([CH2:20][CH2:21][C:22]2[CH:23]=[CH:24][C:25]([F:28])=[CH:26][CH:27]=2)[CH2:6]1, predict the reactants needed to synthesize it. The reactants are: [N:1]([CH2:4][C@H:5]1[C@H:10]([N:11]([CH2:13][C:14]2[CH:19]=[CH:18][CH:17]=[CH:16][CH:15]=2)[CH3:12])[CH2:9][CH2:8][N:7]([CH2:20][CH2:21][C:22]2[CH:27]=[CH:26][C:25]([F:28])=[CH:24][CH:23]=2)[CH2:6]1)=[N+]=[N-]. (3) Given the product [CH:1]1([CH2:7][N:8]2[C:13](=[O:14])[C:12]([C:15]([NH:17][CH:18]([CH2:23][CH3:24])[C:19]([OH:21])=[O:20])=[O:16])=[CH:11][C:10]3[CH2:25][CH2:26][CH2:27][CH2:28][CH2:29][CH2:30][C:9]2=3)[CH2:6][CH2:5][CH2:4][CH2:3][CH2:2]1, predict the reactants needed to synthesize it. The reactants are: [CH:1]1([CH2:7][N:8]2[C:13](=[O:14])[C:12]([C:15]([NH:17][CH:18]([CH2:23][CH3:24])[C:19]([O:21]C)=[O:20])=[O:16])=[CH:11][C:10]3[CH2:25][CH2:26][CH2:27][CH2:28][CH2:29][CH2:30][C:9]2=3)[CH2:6][CH2:5][CH2:4][CH2:3][CH2:2]1.[OH-].[Na+].Cl. (4) Given the product [CH3:8][N:7]1[C:3]([C:1]([OH:23])=[O:20])=[C:4]([C:16]([F:19])([F:18])[F:17])[C:5]([C:9]([F:15])([F:14])[C:10]([F:13])([F:12])[F:11])=[N:6]1, predict the reactants needed to synthesize it. The reactants are: [C:1]([C:3]1[N:7]([CH3:8])[N:6]=[C:5]([C:9]([F:15])([F:14])[C:10]([F:13])([F:12])[F:11])[C:4]=1[C:16]([F:19])([F:18])[F:17])#N.[OH-:20].[Na+].Cl.[OH2:23]. (5) The reactants are: [C:1]([C@@H:4]([O:12][C:13](=[O:44])[CH2:14][C@H:15]([O:36][Si:37]([C:40]([CH3:43])([CH3:42])[CH3:41])([CH3:39])[CH3:38])[C:16]([CH3:35])([CH3:34])[C:17](=[O:33])[C@H:18]([CH3:32])[C@@H:19]([O:24][Si:25]([C:28]([CH3:31])([CH3:30])[CH3:29])([CH3:27])[CH3:26])[C@@H](C)C=C)[CH2:5]/[CH:6]=C(/C)\CC=C)(=[O:3])[CH3:2].[C:45]1([CH3:51])[CH:50]=[CH:49][CH:48]=[CH:47][CH:46]=1. Given the product [C:1]([C@H:4]1[O:12][C:13](=[O:44])[CH2:14][C@H:15]([O:36][Si:37]([C:40]([CH3:43])([CH3:41])[CH3:42])([CH3:39])[CH3:38])[C:16]([CH3:34])([CH3:35])[C:17](=[O:33])[C@H:18]([CH3:32])[C@@H:19]([O:24][Si:25]([C:28]([CH3:29])([CH3:30])[CH3:31])([CH3:26])[CH3:27])[C@@H:45]([CH3:51])[CH:50]=[CH:49][CH2:48][C:47]([CH3:46])=[CH:6][CH2:5]1)(=[O:3])[CH3:2], predict the reactants needed to synthesize it. (6) Given the product [N:3]1([C:19]([O:21][C:22]([CH3:25])([CH3:24])[CH3:23])=[O:20])[CH2:4][CH2:5][N:6]=[CH:2]1, predict the reactants needed to synthesize it. The reactants are: C[C:2]1[N:3]([C:19]([O:21][C:22]([CH3:25])([CH3:24])[CH3:23])=[O:20])[C@H:4](C2C=CC=CC=2)[C@H:5](C2C=CC=CC=2)[N:6]=1.C([Li])CCC.CCCCCC.C(=O)C1C=CC=CC=1.[Cl-].[NH4+]. (7) Given the product [ClH:37].[CH3:1][NH:2][CH2:10][C:11]1[S:12][C:13]([S:22]([C:25]2[CH:30]=[CH:29][CH:28]=[CH:27][CH:26]=2)(=[O:24])=[O:23])=[C:14]([C:16]2[CH:17]=[CH:18][CH:19]=[CH:20][CH:21]=2)[N:15]=1, predict the reactants needed to synthesize it. The reactants are: [CH3:1][N:2]([CH2:10][C:11]1[S:12][C:13]([S:22]([C:25]2[CH:30]=[CH:29][CH:28]=[CH:27][CH:26]=2)(=[O:24])=[O:23])=[C:14]([C:16]2[CH:21]=[CH:20][CH:19]=[CH:18][CH:17]=2)[N:15]=1)C(=O)OC(C)(C)C.C(OCC)(=O)C.[ClH:37]. (8) Given the product [C:24]1([C:27]2[CH:28]=[CH:29][CH:30]=[CH:31][CH:32]=2)[CH:23]=[CH:22][C:21]([CH2:20][N:15]2[CH2:16][CH2:17][O:18][CH:13]([CH2:12][NH:11][C:9]([NH:8][C:5]3[CH:6]=[CH:7][C:2]([Cl:1])=[CH:3][CH:4]=3)=[O:10])[CH2:14]2)=[CH:26][CH:25]=1, predict the reactants needed to synthesize it. The reactants are: [Cl:1][C:2]1[CH:7]=[CH:6][C:5]([NH:8][C:9]([NH:11][CH2:12][CH:13]2[O:18][CH2:17][CH2:16][NH:15][CH2:14]2)=[O:10])=[CH:4][CH:3]=1.Cl[CH2:20][C:21]1[CH:26]=[CH:25][C:24]([C:27]2[CH:32]=[CH:31][CH:30]=[CH:29][CH:28]=2)=[CH:23][CH:22]=1. (9) The reactants are: [NH2:1][C:2]1[N:7]=[CH:6][N:5]=[C:4]2[N:8]([C:33]3[CH:38]=[CH:37][C:36]([CH:39]=O)=[CH:35][CH:34]=3)[N:9]=[C:10]([C:11]3[CH:16]=[CH:15][C:14]([NH:17][C:18](=[O:30])[C:19]4[CH:24]=[CH:23][C:22]([C:25]([F:28])([F:27])[F:26])=[CH:21][C:20]=4[F:29])=[C:13]([O:31][CH3:32])[CH:12]=3)[C:3]=12.[OH:41][CH:42]1[CH2:47][CH2:46][NH:45][CH2:44][CH2:43]1.[C:48]([O:51][BH-]([O:51][C:48](=[O:50])[CH3:49])[O:51][C:48](=[O:50])[CH3:49])(=[O:50])[CH3:49].[Na+].[OH-].[Na+]. Given the product [C:48]([OH:51])(=[O:50])[CH3:49].[NH2:1][C:2]1[N:7]=[CH:6][N:5]=[C:4]2[N:8]([C:33]3[CH:34]=[CH:35][C:36]([CH2:39][N:45]4[CH2:46][CH2:47][CH:42]([OH:41])[CH2:43][CH2:44]4)=[CH:37][CH:38]=3)[N:9]=[C:10]([C:11]3[CH:16]=[CH:15][C:14]([NH:17][C:18](=[O:30])[C:19]4[CH:24]=[CH:23][C:22]([C:25]([F:27])([F:28])[F:26])=[CH:21][C:20]=4[F:29])=[C:13]([O:31][CH3:32])[CH:12]=3)[C:3]=12, predict the reactants needed to synthesize it.